From a dataset of Catalyst prediction with 721,799 reactions and 888 catalyst types from USPTO. Predict which catalyst facilitates the given reaction. (1) Reactant: [OH:1][P:2]1(=[O:12])[O:7][C:6]2[CH:8]=[CH:9][CH:10]=[CH:11][C:5]=2[CH2:4][O:3]1.C(N(CC)CC)C.Cl[CH2:21][O:22][C:23]1[C:28]([CH:29]([CH3:31])[CH3:30])=[CH:27][CH:26]=[CH:25][C:24]=1[CH:32]([CH:34]1[CH2:36][CH2:35]1)[CH3:33]. Product: [CH:34]1([CH:32]([C:24]2[CH:25]=[CH:26][CH:27]=[C:28]([CH:29]([CH3:31])[CH3:30])[C:23]=2[O:22][CH2:21][O:12][P:2]2(=[O:1])[O:7][C:6]3[CH:8]=[CH:9][CH:10]=[CH:11][C:5]=3[CH2:4][O:3]2)[CH3:33])[CH2:36][CH2:35]1. The catalyst class is: 10. (2) Reactant: [F:1][C:2]1[CH:3]=[C:4]([CH:6]=[CH:7][C:8]=1[CH2:9][C:10]1[CH:15]=[CH:14][N:13]=[C:12]2[NH:16][CH:17]=[CH:18][C:11]=12)[NH2:5].[Cl:19][C:20]1[CH:25]=[C:24](Cl)[N:23]=[C:22](N)[N:21]=1.[OH-].[Na+].C[N:31](C=O)C. Product: [Cl:19][C:20]1[N:21]=[C:22]([NH:5][C:4]2[CH:6]=[CH:7][C:8]([CH2:9][C:10]3[CH:15]=[CH:14][N:13]=[C:12]4[NH:16][CH:17]=[CH:18][C:11]=34)=[C:2]([F:1])[CH:3]=2)[N:23]=[C:24]([NH2:31])[CH:25]=1. The catalyst class is: 223. (3) Reactant: [OH-].[Na+].[Br:3][C:4]1[CH:5]=[C:6]([C:13]([O:15]CC)=O)[C:7]2[CH:12]=[N:11][NH:10][C:8]=2[N:9]=1.[NH2:18][CH2:19][C:20]1[C:21](=[O:28])[NH:22][C:23]([CH3:27])=[CH:24][C:25]=1[CH3:26]. Product: [Br:3][C:4]1[CH:5]=[C:6]([C:13]([NH:18][CH2:19][C:20]2[C:21](=[O:28])[NH:22][C:23]([CH3:27])=[CH:24][C:25]=2[CH3:26])=[O:15])[C:7]2[CH:12]=[N:11][NH:10][C:8]=2[N:9]=1. The catalyst class is: 593. (4) Reactant: Cl[C:2]1[N:3]=[C:4]([N:22]2[CH2:27][CH2:26][O:25][CH2:24][CH2:23]2)[C:5]2[S:10][C:9]([C:11]3[CH:12]=[CH:13][C:14]([NH:17][S:18]([CH3:21])(=[O:20])=[O:19])=[N:15][CH:16]=3)=[CH:8][C:6]=2[N:7]=1.CC1(C)C(C)(C)OB([C:36]2[CH:37]=[N:38][C:39]([NH2:42])=[N:40][CH:41]=2)O1.C([O-])([O-])=O.[Na+].[Na+]. Product: [NH2:42][C:39]1[N:40]=[CH:41][C:36]([C:2]2[N:3]=[C:4]([N:22]3[CH2:27][CH2:26][O:25][CH2:24][CH2:23]3)[C:5]3[S:10][C:9]([C:11]4[CH:12]=[CH:13][C:14]([NH:17][S:18]([CH3:21])(=[O:20])=[O:19])=[N:15][CH:16]=4)=[CH:8][C:6]=3[N:7]=2)=[CH:37][N:38]=1. The catalyst class is: 745. (5) Reactant: [C:1]([C:3]1[CH:30]=[CH:29][C:6]([C:7]([NH:9][NH:10][C:11](=[O:28])[C@H:12]([NH:16][C:17]2[C:25]3[CH:24]=[CH:23][S:22][C:21]=3[C:20]([C:26]#[N:27])=[CH:19][CH:18]=2)[C@@H:13]([OH:15])[CH3:14])=[O:8])=[CH:5][CH:4]=1)#[N:2].N1C=CN=C1.[CH3:36][C:37]([Si:40](Cl)([CH3:42])[CH3:41])([CH3:39])[CH3:38]. Product: [Si:40]([O:15][C@@H:13]([CH3:14])[C@@H:12]([NH:16][C:17]1[C:25]2[CH:24]=[CH:23][S:22][C:21]=2[C:20]([C:26]#[N:27])=[CH:19][CH:18]=1)[C:11]([NH:10][NH:9][C:7](=[O:8])[C:6]1[CH:5]=[CH:4][C:3]([C:1]#[N:2])=[CH:30][CH:29]=1)=[O:28])([C:37]([CH3:39])([CH3:38])[CH3:36])([CH3:42])[CH3:41]. The catalyst class is: 3.